Dataset: Catalyst prediction with 721,799 reactions and 888 catalyst types from USPTO. Task: Predict which catalyst facilitates the given reaction. (1) Product: [CH2:1]([O:8][C:9]([N:11]1[CH2:16][CH2:15][N:14]([C:17]([O:19][C:20]([CH3:22])([CH3:23])[CH3:21])=[O:18])[C@@H:13]([C:24]([OH:26])=[O:25])[CH2:12]1)=[O:10])[C:2]1[CH:3]=[CH:4][CH:5]=[CH:6][CH:7]=1. Reactant: [CH2:1]([O:8][C:9]([N:11]1[CH2:16][CH2:15][N:14]([C:17]([O:19][C:20]([CH3:23])([CH3:22])[CH3:21])=[O:18])[C@@H:13]([C:24]([O:26]CC)=[O:25])[CH2:12]1)=[O:10])[C:2]1[CH:7]=[CH:6][CH:5]=[CH:4][CH:3]=1.[OH-].[Na+]. The catalyst class is: 12. (2) Reactant: [N:1]1[CH:6]=[CH:5][CH:4]=[C:3]([S:7](Cl)(=[O:9])=[O:8])[CH:2]=1.C(N(CC)CC)C.[NH:18]1[CH2:23][CH2:22][CH:21]([CH2:24][N:25]2[C:33]3[C:28](=[CH:29][C:30]([C:34]4[CH:35]=[N:36][N:37]([CH:39]5[CH2:44][CH2:43][CH2:42][CH2:41][O:40]5)[CH:38]=4)=[CH:31][CH:32]=3)[CH:27]=[CH:26]2)[CH2:20][CH2:19]1.CO. Product: [N:1]1[CH:6]=[CH:5][CH:4]=[C:3]([S:7]([N:18]2[CH2:23][CH2:22][CH:21]([CH2:24][N:25]3[C:33]4[C:28](=[CH:29][C:30]([C:34]5[CH:35]=[N:36][N:37]([CH:39]6[CH2:44][CH2:43][CH2:42][CH2:41][O:40]6)[CH:38]=5)=[CH:31][CH:32]=4)[CH:27]=[CH:26]3)[CH2:20][CH2:19]2)(=[O:9])=[O:8])[CH:2]=1. The catalyst class is: 46.